This data is from Catalyst prediction with 721,799 reactions and 888 catalyst types from USPTO. The task is: Predict which catalyst facilitates the given reaction. Reactant: C[O:2][C:3]([CH:5]1[N:10]2[C:11](=[O:26])[CH:12]([NH:17][C:18](=[O:25])[C:19]3[CH:24]=[CH:23][CH:22]=[CH:21][CH:20]=3)[CH2:13][CH:14]=[CH:15][CH2:16][CH:9]2[CH2:8][CH2:7][CH2:6]1)=[O:4].[Li+].[OH-].Cl. Product: [C:18]([NH:17][C@@H:12]1[C:11](=[O:26])[N:10]2[C@H:5]([C:3]([OH:4])=[O:2])[CH2:6][CH2:7][CH2:8][C@@H:9]2[CH2:16][CH:15]=[CH:14][CH2:13]1)(=[O:25])[C:19]1[CH:24]=[CH:23][CH:22]=[CH:21][CH:20]=1. The catalyst class is: 20.